From a dataset of Catalyst prediction with 721,799 reactions and 888 catalyst types from USPTO. Predict which catalyst facilitates the given reaction. (1) Reactant: [CH2:1]([O:8][C:9](=[O:35])[NH:10][C@H:11]1[C@@H:14]([CH2:15][N:16]2[CH:21]=[CH:20][CH:19]=[CH:18][C:17]2=[O:22])[N:13](CC2C=CC(OC)=CC=2OC)[C:12]1=[O:34])[C:2]1[CH:7]=[CH:6][CH:5]=[CH:4][CH:3]=1.OP([O-])([O-])=O.[K+].[K+]. Product: [CH2:1]([O:8][C:9](=[O:35])[NH:10][C@H:11]1[C@@H:14]([CH2:15][N:16]2[CH:21]=[CH:20][CH:19]=[CH:18][C:17]2=[O:22])[NH:13][C:12]1=[O:34])[C:2]1[CH:3]=[CH:4][CH:5]=[CH:6][CH:7]=1. The catalyst class is: 47. (2) Reactant: [Br:1][C:2]1[CH:3]=[N:4][NH:5][CH:6]=1.[H-].[Na+].[C:9](Cl)([C:22]1[CH:27]=[CH:26][CH:25]=[CH:24][CH:23]=1)([C:16]1[CH:21]=[CH:20][CH:19]=[CH:18][CH:17]=1)[C:10]1[CH:15]=[CH:14][CH:13]=[CH:12][CH:11]=1. Product: [Br:1][C:2]1[CH:3]=[N:4][N:5]([C:9]([C:10]2[CH:15]=[CH:14][CH:13]=[CH:12][CH:11]=2)([C:22]2[CH:23]=[CH:24][CH:25]=[CH:26][CH:27]=2)[C:16]2[CH:17]=[CH:18][CH:19]=[CH:20][CH:21]=2)[CH:6]=1. The catalyst class is: 54. (3) Product: [ClH:49].[CH3:13][C@@H:11]1[CH2:12][NH:8][C@H:9]([C:14]2[NH:18][C:17]3[CH:19]=[CH:20][C:21]([C:23]#[C:24][C:25]4[CH:26]=[CH:27][C:28]([C:31]5[N:32]=[C:33]([C@@H:36]6[CH2:40][C@H:39]([CH3:41])[CH2:38][NH:37]6)[NH:34][CH:35]=5)=[CH:29][CH:30]=4)=[CH:22][C:16]=3[N:15]=2)[CH2:10]1. The catalyst class is: 5. Reactant: C(OC([N:8]1[CH2:12][C@@H:11]([CH3:13])[CH2:10][C@H:9]1[C:14]1[NH:18][C:17]2[CH:19]=[CH:20][C:21]([C:23]#[C:24][C:25]3[CH:30]=[CH:29][C:28]([C:31]4[N:32]=[C:33]([C@@H:36]5[CH2:40][C@H:39]([CH3:41])[CH2:38][N:37]5C(OC(C)(C)C)=O)[NH:34][CH:35]=4)=[CH:27][CH:26]=3)=[CH:22][C:16]=2[N:15]=1)=O)(C)(C)C.[ClH:49].O1CCOCC1. (4) Reactant: [Cl:1][C:2]1[N:7]=[N:6][C:5]([NH:8][NH2:9])=[CH:4][CH:3]=1.[N+:10]([C:13]1[CH:21]=[CH:20][C:16]([C:17](O)=[O:18])=[CH:15][CH:14]=1)([O-:12])=[O:11].Cl.C1COCC1. Product: [Cl:1][C:2]1[N:7]=[N:6][C:5]([NH:8][NH:9][C:17](=[O:18])[C:16]2[CH:15]=[CH:14][C:13]([N+:10]([O-:12])=[O:11])=[CH:21][CH:20]=2)=[CH:4][CH:3]=1. The catalyst class is: 6. (5) Reactant: O1CCCC1.[F:6][C:7]1[CH:12]=[CH:11][N:10]=[C:9]([O:13][CH2:14][C:15]2[CH:20]=[CH:19][C:18]([CH2:21][C:22](Cl)=[N:23][OH:24])=[CH:17][CH:16]=2)[CH:8]=1.[C:26]([C:28]1[C:29]([NH2:34])=[N:30][CH:31]=[CH:32][CH:33]=1)#[CH:27].C(N(CC)CC)C. Product: [F:6][C:7]1[CH:12]=[CH:11][N:10]=[C:9]([O:13][CH2:14][C:15]2[CH:20]=[CH:19][C:18]([CH2:21][C:22]3[CH:27]=[C:26]([C:28]4[C:29]([NH2:34])=[N:30][CH:31]=[CH:32][CH:33]=4)[O:24][N:23]=3)=[CH:17][CH:16]=2)[CH:8]=1. The catalyst class is: 6. (6) Reactant: Cl.Cl[C:3]1[N:8]2[N:9]=[C:10]([CH:12]3[CH2:17][CH2:16][N:15]([CH:18]([CH3:20])[CH3:19])[CH2:14][CH2:13]3)[N:11]=[C:7]2[CH:6]=[C:5]([C:21]2[CH:26]=[CH:25][C:24]([F:27])=[CH:23][C:22]=2[F:28])[N:4]=1.Cl.[NH:30]1[CH2:35][CH2:34][CH2:33][CH:32]([NH:36][C:37]2[N:42]=[CH:41][C:40]([C:43]#[N:44])=[CH:39][CH:38]=2)[CH2:31]1.C(N(CC)C(C)C)(C)C. Product: [F:28][C:22]1[CH:23]=[C:24]([F:27])[CH:25]=[CH:26][C:21]=1[C:5]1[N:4]=[C:3]([N:30]2[CH2:35][CH2:34][CH2:33][CH:32]([NH:36][C:37]3[N:42]=[CH:41][C:40]([C:43]#[N:44])=[CH:39][CH:38]=3)[CH2:31]2)[N:8]2[N:9]=[C:10]([CH:12]3[CH2:17][CH2:16][N:15]([CH:18]([CH3:20])[CH3:19])[CH2:14][CH2:13]3)[N:11]=[C:7]2[CH:6]=1. The catalyst class is: 16.